From a dataset of Catalyst prediction with 721,799 reactions and 888 catalyst types from USPTO. Predict which catalyst facilitates the given reaction. (1) Reactant: [Cl:1][C:2]1[CH:7]=[CH:6][C:5]([C:8]([C:23]2[CH:28]=[CH:27][C:26]([Cl:29])=[CH:25][CH:24]=2)([CH3:22])[C:9]([CH:11]([C:17]([O:19]CC)=O)[C:12]([O:14][CH2:15][CH3:16])=[O:13])=[O:10])=[CH:4][CH:3]=1. Product: [Cl:29][C:26]1[CH:25]=[C:24]2[C:23](=[CH:28][CH:27]=1)[C:8]([C:5]1[CH:4]=[CH:3][C:2]([Cl:1])=[CH:7][CH:6]=1)([CH3:22])[C:9](=[O:10])[C:11]([C:12]([O:14][CH2:15][CH3:16])=[O:13])=[C:17]2[OH:19]. The catalyst class is: 82. (2) Reactant: CO[C:3]1[CH:8]=[C:7]([O:9]C)[CH:6]=[CH:5][C:4]=1[C:11]1[CH:20]=[CH:19][C:18]([N+:21]([O-:23])=[O:22])=[CH:17][C:12]=1[C:13]([O:15]C)=[O:14].B(Br)(Br)Br.CO. Product: [OH:9][C:7]1[CH:8]=[C:3]2[C:4]([C:11]3[CH:20]=[CH:19][C:18]([N+:21]([O-:23])=[O:22])=[CH:17][C:12]=3[C:13](=[O:14])[O:15]2)=[CH:5][CH:6]=1. The catalyst class is: 2. (3) Reactant: [Br:1][C:2]1[CH:3]=[C:4]([CH3:10])[C:5]([NH2:9])=[C:6]([NH2:8])[CH:7]=1.[I:11][C:12]1[CH:17]=[CH:16][N:15]=[C:14]([O:18][CH3:19])[C:13]=1[CH:20]=O.II. Product: [Br:1][C:2]1[CH:3]=[C:4]([CH3:10])[C:5]2[N:9]=[C:20]([C:13]3[C:14]([O:18][CH3:19])=[N:15][CH:16]=[CH:17][C:12]=3[I:11])[NH:8][C:6]=2[CH:7]=1. The catalyst class is: 5. (4) Reactant: [CH2:1]([O:3][C:4]1[C:9]2[C:10]([NH2:13])=[N:11][O:12][C:8]=2[CH:7]=[CH:6][CH:5]=1)[CH3:2]. Product: [CH2:1]([O:3][C:4]1[CH:5]=[CH:6][CH:7]=[C:8]([OH:12])[C:9]=1[C:10](=[NH:11])[NH2:13])[CH3:2]. The catalyst class is: 43. (5) Reactant: [CH2:1]([O:8][C:9](=[O:27])[CH2:10][CH2:11][C:12]1[CH:17]=[CH:16][C:15]([O:18][CH2:19][C:20]([O:22]C(C)(C)C)=[O:21])=[CH:14][CH:13]=1)[C:2]1[CH:7]=[CH:6][CH:5]=[CH:4][CH:3]=1.C(O)(C(F)(F)F)=O. Product: [CH2:1]([O:8][C:9](=[O:27])[CH2:10][CH2:11][C:12]1[CH:13]=[CH:14][C:15]([O:18][CH2:19][C:20]([OH:22])=[O:21])=[CH:16][CH:17]=1)[C:2]1[CH:7]=[CH:6][CH:5]=[CH:4][CH:3]=1. The catalyst class is: 2. (6) Reactant: [CH3:1][CH:2]([CH3:30])[CH2:3][CH:4]([C:15]1[CH:20]=[CH:19][C:18]([N:21]2[CH:25]=[C:24]([C:26]([F:29])([F:28])[F:27])[N:23]=[CH:22]2)=[CH:17][CH:16]=1)[O:5][C:6]1[CH:14]=[CH:13][C:9]([C:10](O)=[O:11])=[CH:8][CH:7]=1.Cl.[CH3:32][NH:33]CCC(O)=O.Cl.C(N=C=NCCCN(C)C)C.ON1C2N=CC=CC=2N=N1.[C:61]([O:64][CH2:65]C)(=[O:63])[CH3:62]. Product: [CH3:30][CH:2]([CH3:1])[CH2:3][CH:4]([C:15]1[CH:16]=[CH:17][C:18]([N:21]2[CH:25]=[C:24]([C:26]([F:27])([F:28])[F:29])[N:23]=[CH:22]2)=[CH:19][CH:20]=1)[O:5][C:6]1[CH:14]=[CH:13][C:9]([C:10]([NH:33][CH2:32][CH2:62][C:61]([O:64][CH3:65])=[O:63])=[O:11])=[CH:8][CH:7]=1. The catalyst class is: 236. (7) Reactant: [CH:1]1([N:5]2[CH2:10][CH2:9][CH:8]([CH:11]([C:13]3[N:14]=[C:15]([C:20]4[C:29]5[C:24](=[CH:25][CH:26]=[CH:27][CH:28]=5)[CH:23]=[CH:22][CH:21]=4)[N:16]([CH2:18][CH3:19])[CH:17]=3)[OH:12])[CH2:7][CH2:6]2)[CH2:4][CH2:3][CH2:2]1.[H-].[Na+].[CH3:32]I. Product: [CH:1]1([N:5]2[CH2:6][CH2:7][CH:8]([CH:11]([C:13]3[N:14]=[C:15]([C:20]4[C:29]5[C:24](=[CH:25][CH:26]=[CH:27][CH:28]=5)[CH:23]=[CH:22][CH:21]=4)[N:16]([CH2:18][CH3:19])[CH:17]=3)[O:12][CH3:32])[CH2:9][CH2:10]2)[CH2:2][CH2:3][CH2:4]1. The catalyst class is: 31. (8) Reactant: [CH3:1][CH:2]([CH3:29])[C@@H:3]([O:19][CH2:20][CH2:21][O:22][C:23]1[CH:28]=[CH:27][CH:26]=[CH:25][CH:24]=1)[C:4]([NH:6][C@H:7]([C:9]1[CH:18]=[CH:17][C:12]([C:13]([O:15]C)=[O:14])=[CH:11][CH:10]=1)[CH3:8])=[O:5].[OH-].[Na+]. Product: [CH3:1][CH:2]([CH3:29])[C@@H:3]([O:19][CH2:20][CH2:21][O:22][C:23]1[CH:28]=[CH:27][CH:26]=[CH:25][CH:24]=1)[C:4]([NH:6][C@H:7]([C:9]1[CH:18]=[CH:17][C:12]([C:13]([OH:15])=[O:14])=[CH:11][CH:10]=1)[CH3:8])=[O:5]. The catalyst class is: 1. (9) Reactant: C([NH:8][C@H:9]([C:13]([OH:15])=O)[CH:10]([CH3:12])[CH3:11])(OC(C)(C)C)=O.C1CCC(N=C=NC2CCCCC2)CC1.[ClH:31].Cl.[NH2:33][C:34]1[NH:35][C:36]2[NH:37][CH2:38][CH:39]([CH:45]([OH:49])[CH:46]([OH:48])[CH3:47])[NH:40][C:41]=2[C:42](=[O:44])[N:43]=1. Product: [ClH:31].[NH2:33][C:34]1[NH:35][C:36]2[NH:37][CH2:38][CH:39]([CH:45]([OH:49])[CH:46]([OH:48])[CH3:47])[N:40]([C:13](=[O:15])[CH:9]([NH2:8])[CH:10]([CH3:11])[CH3:12])[C:41]=2[C:42](=[O:44])[N:43]=1. The catalyst class is: 202.